The task is: Predict the reactants needed to synthesize the given product.. This data is from Full USPTO retrosynthesis dataset with 1.9M reactions from patents (1976-2016). (1) Given the product [CH2:4]([CH:6]([C:9]1[C:10]2[N:11]([C:16]([C:20]3[N:24]4[CH:25]=[CH:26][CH:27]=[C:28]([C:29]([OH:31])([CH3:1])[CH3:30])[C:23]4=[N:22][C:21]=3[CH3:32])=[C:17]([CH3:19])[N:18]=2)[N:12]=[C:13]([CH3:15])[CH:14]=1)[CH2:7][CH3:8])[CH3:5], predict the reactants needed to synthesize it. The reactants are: [CH3:1][Mg+].[Br-].[CH2:4]([CH:6]([C:9]1[C:10]2[N:11]([C:16]([C:20]3[N:24]4[CH:25]=[CH:26][CH:27]=[C:28]([C:29](=[O:31])[CH3:30])[C:23]4=[N:22][C:21]=3[CH3:32])=[C:17]([CH3:19])[N:18]=2)[N:12]=[C:13]([CH3:15])[CH:14]=1)[CH2:7][CH3:8])[CH3:5]. (2) Given the product [NH2:1][C:2]1[O:3][CH:4]=[C:5]([C:7]([NH:10][C@@H:11]([CH2:27][CH3:28])[CH2:12][N:13]2[CH:17]=[CH:16][C:15]([C:18]3[CH:25]=[CH:24][C:21]([C:22]#[N:23])=[C:20]([Cl:26])[CH:19]=3)=[N:14]2)=[O:9])[N:6]=1, predict the reactants needed to synthesize it. The reactants are: [NH2:1][C:2]1[O:3][CH:4]=[C:5]([C:7]([OH:9])=O)[N:6]=1.[NH2:10][C@@H:11]([CH2:27][CH3:28])[CH2:12][N:13]1[CH:17]=[CH:16][C:15]([C:18]2[CH:25]=[CH:24][C:21]([C:22]#[N:23])=[C:20]([Cl:26])[CH:19]=2)=[N:14]1. (3) Given the product [CH3:79][O:78][C:76]([C:70]1[C:71]2[NH:75][CH:74]=[CH:73][C:72]=2[C:67]([C:50]2[CH2:56][O:55][CH2:54][CH2:53][N:52]([C:57]([O:59][C:60]([CH3:63])([CH3:62])[CH3:61])=[O:58])[CH:51]=2)=[N:68][CH:69]=1)=[O:77], predict the reactants needed to synthesize it. The reactants are: CC1(C)C(C)(C)OB(B2OC(C)(C)C(C)(C)O2)O1.C1C=CC(P(C2C=CC=CC=2)C2C=CC=CC=2)=CC=1.C([O-])([O-])=O.[K+].[K+].FC(F)(F)S(O[C:50]1[CH2:56][O:55][CH2:54][CH2:53][N:52]([C:57]([O:59][C:60]([CH3:63])([CH3:62])[CH3:61])=[O:58])[CH:51]=1)(=O)=O.Cl[C:67]1[C:72]2[CH:73]=[CH:74][NH:75][C:71]=2[C:70]([C:76]([O:78][CH3:79])=[O:77])=[CH:69][N:68]=1. (4) Given the product [NH2:8][C:5]1[CH:6]=[CH:7][C:2]([O:29][CH3:28])=[C:3]([S:11]([NH:14][C@@H:15]2[CH2:19][CH2:18][N:17]([C:20]([O:22][C:23]([CH3:26])([CH3:25])[CH3:24])=[O:21])[CH2:16]2)(=[O:13])=[O:12])[CH:4]=1, predict the reactants needed to synthesize it. The reactants are: C[C:2]1[CH:7]=[CH:6][C:5]([N+:8]([O-])=O)=[CH:4][C:3]=1[S:11]([NH:14][C@@H:15]1[CH2:19][CH2:18][N:17]([C:20]([O:22][C:23]([CH3:26])([CH3:25])[CH3:24])=[O:21])[CH2:16]1)(=[O:13])=[O:12].C[CH2:28][OH:29]. (5) The reactants are: [CH:1]1[C:13]2[CH:12]([CH2:14][O:15][C:16]([N:18]3[CH2:23][C@@H:22]([C:24](=[O:44])[N:25]([CH:41]4[CH2:43][CH2:42]4)[CH2:26][C:27]4[C:35]5[C:30](=[CH:31][CH:32]=[CH:33][CH:34]=5)[N:29]([CH2:36][CH2:37][CH2:38][O:39][CH3:40])[CH:28]=4)[CH2:21][C@@H:20]([NH:45]C(OC(C)(C)C)=O)[CH2:19]3)=[O:17])[C:11]3[C:6](=[CH:7][CH:8]=[CH:9][CH:10]=3)[C:5]=2[CH:4]=[CH:3][CH:2]=1.C1(NCC2C3C(=CC=CC=3)N(CCCOC)C=2)CC1.N1C(C)=CC=CC=1C.FC(F)(F)S(O[Si](C)(C)C)(=O)=O. Given the product [CH:10]1[C:11]2[CH:12]([CH2:14][O:15][C:16]([N:18]3[CH2:23][C@@H:22]([C:24](=[O:44])[N:25]([CH:41]4[CH2:43][CH2:42]4)[CH2:26][C:27]4[C:35]5[C:30](=[CH:31][CH:32]=[CH:33][CH:34]=5)[N:29]([CH2:36][CH2:37][CH2:38][O:39][CH3:40])[CH:28]=4)[CH2:21][C@@H:20]([NH2:45])[CH2:19]3)=[O:17])[C:13]3[C:5](=[CH:4][CH:3]=[CH:2][CH:1]=3)[C:6]=2[CH:7]=[CH:8][CH:9]=1, predict the reactants needed to synthesize it.